Dataset: Peptide-MHC class I binding affinity with 185,985 pairs from IEDB/IMGT. Task: Regression. Given a peptide amino acid sequence and an MHC pseudo amino acid sequence, predict their binding affinity value. This is MHC class I binding data. (1) The peptide sequence is REFEAQNVP. The MHC is HLA-B58:01 with pseudo-sequence HLA-B58:01. The binding affinity (normalized) is 0.0847. (2) The peptide sequence is MYPSCCCTK. The MHC is HLA-A31:01 with pseudo-sequence HLA-A31:01. The binding affinity (normalized) is 0.429. (3) The peptide sequence is LQALSNLIL. The MHC is HLA-A02:01 with pseudo-sequence HLA-A02:01. The binding affinity (normalized) is 0.213. (4) The MHC is HLA-A26:01 with pseudo-sequence HLA-A26:01. The binding affinity (normalized) is 0.936. The peptide sequence is FVAAFDHFY. (5) The peptide sequence is GLQGIYVLV. The MHC is HLA-B44:02 with pseudo-sequence HLA-B44:02. The binding affinity (normalized) is 0.213. (6) The peptide sequence is KMSEYKGPV. The MHC is HLA-B58:01 with pseudo-sequence HLA-B58:01. The binding affinity (normalized) is 0.0847. (7) The binding affinity (normalized) is 0.699. The peptide sequence is TYRAVAKAL. The MHC is H-2-Kd with pseudo-sequence H-2-Kd. (8) The peptide sequence is IQDEIVAAY. The MHC is HLA-A68:02 with pseudo-sequence HLA-A68:02. The binding affinity (normalized) is 0.0847. (9) The peptide sequence is DAAAPLPPV. The MHC is HLA-A02:11 with pseudo-sequence HLA-A02:11. The binding affinity (normalized) is 0.308. (10) The MHC is Mamu-A2201 with pseudo-sequence Mamu-A2201. The binding affinity (normalized) is 0. The peptide sequence is GLAKVLGILA.